Dataset: Reaction yield outcomes from USPTO patents with 853,638 reactions. Task: Predict the reaction yield, written as a fraction of the theoretical maximum amount of product (1.0 means a 100% yield; for example, 0.34 means a 34% yield). (1) The reactants are [CH2:1]([N:8]1[CH2:12][CH2:11][CH:10]([C@@H:13]2[CH2:15][C@@H:14]2[C:16]([O:18][C:19]([CH3:22])([CH3:21])[CH3:20])=[O:17])[C:9]1=S)[C:2]1[CH:7]=[CH:6][CH:5]=[CH:4][CH:3]=1. The product is [CH2:1]([N:8]1[CH2:12][CH2:11][CH:10]([C@@H:13]2[CH2:15][C@@H:14]2[C:16]([O:18][C:19]([CH3:22])([CH3:21])[CH3:20])=[O:17])[CH2:9]1)[C:2]1[CH:3]=[CH:4][CH:5]=[CH:6][CH:7]=1. The yield is 0.957. The catalyst is [Ni].C(O)C. (2) The reactants are [CH3:1][N:2]1[C:6]([N:7]2[CH2:12][CH2:11][NH:10][CH:9]([C:13]([F:16])([F:15])[F:14])[CH2:8]2)=[C:5]([N+:17]([O-])=O)[CH:4]=[N:3]1.[NH4+].[Cl-]. The catalyst is CO.O.[Zn]. The product is [CH3:1][N:2]1[C:6]([N:7]2[CH2:12][CH2:11][NH:10][CH:9]([C:13]([F:16])([F:15])[F:14])[CH2:8]2)=[C:5]([NH2:17])[CH:4]=[N:3]1. The yield is 0.900. (3) The reactants are Cl.[Cl:2][C:3]1[CH:4]=[C:5]([C:10]2(O)[CH2:15][CH2:14][N:13](C(OC(C)(C)C)=O)[CH2:12][CH2:11]2)[CH:6]=[CH:7][C:8]=1[Cl:9]. No catalyst specified. The product is [ClH:2].[Cl:2][C:3]1[CH:4]=[C:5]([C:10]2[CH2:15][CH2:14][NH:13][CH2:12][CH:11]=2)[CH:6]=[CH:7][C:8]=1[Cl:9]. The yield is 0.700. (4) The reactants are O=[O+][O-].C([C:6](=P(C1C=CC=CC=1)(C1C=CC=CC=1)C1C=CC=CC=1)[C:7]([C@@H:9]([NH:14][C:15](=[O:37])[O:16][C@H:17]([C:22]1[O:23][C:24]([C:27]2[CH:32]=[CH:31][C:30]([C:33]([F:36])([F:35])[F:34])=[CH:29][CH:28]=2)=[N:25][N:26]=1)[C:18]([CH3:21])([CH3:20])[CH3:19])[CH2:10][CH2:11][CH2:12][CH3:13])=[O:8])#N.[NH2:57][N:58]1[CH2:62][CH2:61][O:60][C:59]1=[O:63].CS(C)=[O:66]. The catalyst is ClCCl.O1CCCC1. The product is [O:66]=[C:6]([NH:57][N:58]1[CH2:62][CH2:61][O:60][C:59]1=[O:63])[C:7]([C@@H:9]([NH:14][C:15](=[O:37])[O:16][C@H:17]([C:22]1[O:23][C:24]([C:27]2[CH:32]=[CH:31][C:30]([C:33]([F:36])([F:35])[F:34])=[CH:29][CH:28]=2)=[N:25][N:26]=1)[C:18]([CH3:20])([CH3:19])[CH3:21])[CH2:10][CH2:11][CH2:12][CH3:13])=[O:8]. The yield is 0.230. (5) The reactants are [F:1][C:2]1[CH:3]=[C:4]2[C:8](=[CH:9][CH:10]=1)[NH:7][C:6]([C:11]([NH:13][C@@H:14]1[CH2:22][C:21]3[C:16](=[CH:17][CH:18]=[CH:19][CH:20]=3)[C@H:15]1[CH2:23][C:24]([O:26]C)=[O:25])=[O:12])=[CH:5]2.C(=O)([O-])[O-].[K+].[K+]. The catalyst is CO. The product is [F:1][C:2]1[CH:3]=[C:4]2[C:8](=[CH:9][CH:10]=1)[NH:7][C:6]([C:11]([NH:13][C@@H:14]1[CH2:22][C:21]3[C:16](=[CH:17][CH:18]=[CH:19][CH:20]=3)[C@H:15]1[CH2:23][C:24]([OH:26])=[O:25])=[O:12])=[CH:5]2. The yield is 0.360. (6) The reactants are C(OC([NH:8][O:9][CH2:10][CH:11]([C:13]1[CH:18]=[CH:17][CH:16]=[CH:15][CH:14]=1)[OH:12])=O)(C)(C)C.Cl. The catalyst is CCOCC. The product is [NH2:8][O:9][CH2:10][CH:11]([C:13]1[CH:18]=[CH:17][CH:16]=[CH:15][CH:14]=1)[OH:12]. The yield is 0.530. (7) The reactants are [C:1]([NH:4][C:5]1[S:6][C:7]([C:11]2[S:15][C:14]([S:16](Cl)(=[O:18])=[O:17])=[CH:13][CH:12]=2)=[C:8]([CH3:10])[N:9]=1)(=[O:3])[CH3:2].[CH3:20][N:21]([CH3:26])[CH2:22][CH2:23][NH:24][CH3:25].C(N(CC)CC)C. The catalyst is C(Cl)Cl. The product is [CH3:20][N:21]([CH3:26])[CH2:22][CH2:23][N:24]([CH3:25])[S:16]([C:14]1[S:15][C:11]([C:7]2[S:6][C:5]([NH:4][C:1](=[O:3])[CH3:2])=[N:9][C:8]=2[CH3:10])=[CH:12][CH:13]=1)(=[O:18])=[O:17]. The yield is 0.410.